This data is from Retrosynthesis with 50K atom-mapped reactions and 10 reaction types from USPTO. The task is: Predict the reactants needed to synthesize the given product. (1) Given the product CCOP(=O)(OCC)C(F)(F)CCOCCOc1ccc(C=O)c(OC)c1, predict the reactants needed to synthesize it. The reactants are: CCOP(=O)(OCC)C(F)(F)CCOCCBr.COc1cc(O)ccc1C=O. (2) The reactants are: OCC#Cc1cccc(C2=NOC(c3ccc(F)cc3)C2)c1. Given the product OC/C=C\c1cccc(C2=NOC(c3ccc(F)cc3)C2)c1, predict the reactants needed to synthesize it. (3) Given the product CC(C)[C@H](NC(=O)OCc1ccccc1)C(=O)OCC(CO)OC(=O)CCC(=O)OC[C@H]1O[C@@H](n2cnc3c(=O)[nH]c(N)nc32)C[C@@H]1F, predict the reactants needed to synthesize it. The reactants are: CC(C)[C@H](NC(=O)OCc1ccccc1)C(=O)O.Nc1nc2c(ncn2[C@H]2C[C@H](F)[C@@H](COC(=O)CCC(=O)OC(CO)CO)O2)c(=O)[nH]1. (4) Given the product Cc1nc(-c2ccc(S(=O)(=O)c3ccc(CCNC[C@H](O)c4cccc(Cl)c4)cc3)cc2)no1, predict the reactants needed to synthesize it. The reactants are: Cc1nc(-c2ccc(S(=O)(=O)c3ccc(CCN(C[C@H](O)c4cccc(Cl)c4)C(=O)OC(C)(C)C)cc3)cc2)no1. (5) Given the product Cc1cc(C#N)cc(C(=O)c2c(C(C)C)c(=O)[nH]c(=O)n2C(C)C)c1, predict the reactants needed to synthesize it. The reactants are: CC(C)I.Cc1cc(C#N)cc(C(=O)c2[nH]c(=O)[nH]c(=O)c2C(C)C)c1. (6) Given the product CCCCc1nc(C)n(CC(=O)O)c(=O)c1Cc1ccc(-c2ccccc2-c2noc(=O)[nH]2)cc1, predict the reactants needed to synthesize it. The reactants are: CCCCc1nc(C)n(CC(=O)OCC)c(=O)c1Cc1ccc(-c2ccccc2-c2noc(=O)[nH]2)cc1.